Dataset: Catalyst prediction with 721,799 reactions and 888 catalyst types from USPTO. Task: Predict which catalyst facilitates the given reaction. (1) Reactant: [NH2:1][C:2]1[N:10]=[CH:9][N:8]=[C:7]2[C:3]=1[N:4]=[CH:5][N:6]2[C@H:11]1[C@@H:15]2[O:16][C:17]([CH3:20])([CH3:19])[O:18][C@@H:14]2[C@@H:13]([CH2:21][OH:22])[O:12]1.C[Si](Cl)(C)C.[Br:28][C:29]1[CH:37]=[CH:36][C:32]([C:33](Cl)=[O:34])=[CH:31][CH:30]=1.N. Product: [Br:28][C:29]1[CH:37]=[CH:36][C:32]([C:33]([NH:1][C:2]2[N:10]=[CH:9][N:8]=[C:7]3[C:3]=2[N:4]=[CH:5][N:6]3[C@H:11]2[C@H:15]3[C@H:14]([O:18][C:17]([CH3:19])([CH3:20])[O:16]3)[C@@H:13]([CH2:21][OH:22])[O:12]2)=[O:34])=[CH:31][CH:30]=1. The catalyst class is: 228. (2) Reactant: CS(C)=O.C(Cl)(=O)C(Cl)=O.[CH3:11][C:12]1[N:17]=[CH:16][C:15]([CH2:18][OH:19])=[CH:14][CH:13]=1.C(N(CC)CC)C. Product: [CH3:11][C:12]1[CH:13]=[CH:14][C:15]([CH:18]=[O:19])=[CH:16][N:17]=1. The catalyst class is: 34. (3) Reactant: [F:1][C:2]1[CH:7]=[CH:6][C:5]([NH:8][C:9]([C:11]2([C:14]([OH:16])=O)[CH2:13][CH2:12]2)=[O:10])=[CH:4][CH:3]=1.F[P-](F)(F)(F)(F)F.N1(O[P+](N(C)C)(N(C)C)N(C)C)C2C=CC=CC=2N=N1.Cl.[NH2:45][C:46]1[CH:51]=[CH:50][C:49]([OH:52])=[CH:48][C:47]=1[F:53]. Product: [F:1][C:2]1[CH:3]=[CH:4][C:5]([NH:8][C:9]([C:11]2([C:14]([NH:45][C:46]3[CH:51]=[CH:50][C:49]([OH:52])=[CH:48][C:47]=3[F:53])=[O:16])[CH2:12][CH2:13]2)=[O:10])=[CH:6][CH:7]=1. The catalyst class is: 66. (4) Reactant: [O:1]1[CH2:6][CH2:5][N:4]([C:7]2[CH:12]=[CH:11][C:10]([NH:13][C:14]([CH:16]3[CH2:25][CH2:24][C:23]4[C:18](=[C:19]([NH2:28])[CH:20]=[CH:21][C:22]=4[O:26][CH3:27])[CH2:17]3)=[O:15])=[CH:9][CH:8]=2)[CH2:3][CH2:2]1.Cl.Cl[CH2:31][CH2:32][N:33]([CH2:35][CH2:36]Cl)[CH3:34].C(=O)([O-])O.[Na+].[OH-].[NH4+]. Product: [O:1]1[CH2:6][CH2:5][N:4]([C:7]2[CH:12]=[CH:11][C:10]([NH:13][C:14]([CH:16]3[CH2:25][CH2:24][C:23]4[C:18](=[C:19]([N:28]5[CH2:36][CH2:35][N:33]([CH3:34])[CH2:32][CH2:31]5)[CH:20]=[CH:21][C:22]=4[O:26][CH3:27])[CH2:17]3)=[O:15])=[CH:9][CH:8]=2)[CH2:3][CH2:2]1. The catalyst class is: 51. (5) Reactant: [Cl:1][CH2:2][C:3](Cl)=[O:4].[NH2:6][CH:7]([C:28]1[CH:33]=[CH:32][CH:31]=[CH:30][CH:29]=1)[C:8]1[CH:13]=[CH:12][C:11]([NH:14][C:15]([CH:17]2[O:21][N:20]=[C:19]([C:22]3[CH:23]=[N:24][CH:25]=[CH:26][CH:27]=3)[CH2:18]2)=[O:16])=[CH:10][CH:9]=1.C(N(C(C)C)C(C)C)C.O. Product: [Cl:1][CH2:2][C:3]([NH:6][CH:7]([C:28]1[CH:29]=[CH:30][CH:31]=[CH:32][CH:33]=1)[C:8]1[CH:9]=[CH:10][C:11]([NH:14][C:15]([CH:17]2[O:21][N:20]=[C:19]([C:22]3[CH:23]=[N:24][CH:25]=[CH:26][CH:27]=3)[CH2:18]2)=[O:16])=[CH:12][CH:13]=1)=[O:4]. The catalyst class is: 2. (6) The catalyst class is: 3. Reactant: Br[C:2]1[N:10]([CH2:11][CH:12]=[C:13]([CH3:15])[CH3:14])[C:9]2[C:8](=[O:16])[N:7]([CH2:17][C:18](=[O:25])[C:19]3[CH:24]=[CH:23][CH:22]=[CH:21][CH:20]=3)[C:6](=[O:26])[N:5]([CH3:27])[C:4]=2[N:3]=1.[CH2:28]1[C@@H:32]2[CH2:33][NH:34][CH2:35][C@@H:31]2[CH2:30][N:29]1[C:36]([O:38][C:39]([CH3:42])([CH3:41])[CH3:40])=[O:37].C(=O)([O-])[O-].[K+].[K+]. Product: [CH3:27][N:5]1[C:4]2[N:3]=[C:2]([N:34]3[CH2:33][C@@H:32]4[CH2:28][N:29]([C:36]([O:38][C:39]([CH3:42])([CH3:41])[CH3:40])=[O:37])[CH2:30][C@@H:31]4[CH2:35]3)[N:10]([CH2:11][CH:12]=[C:13]([CH3:15])[CH3:14])[C:9]=2[C:8](=[O:16])[N:7]([CH2:17][C:18](=[O:25])[C:19]2[CH:24]=[CH:23][CH:22]=[CH:21][CH:20]=2)[C:6]1=[O:26]. (7) Reactant: [CH:1]12[O:8][CH:5]([CH2:6][CH2:7]1)[CH2:4][CH:3]([O:9][C:10]1[CH:19]=[C:18]3[C:13]([C:14]([NH:20][C:21]4[CH:26]=[CH:25][C:24]([F:27])=[C:23]([Cl:28])[CH:22]=4)=[N:15][CH:16]=[N:17]3)=[CH:12][C:11]=1[NH:29][C:30](=[O:35])/[CH:31]=[CH:32]/[CH2:33]Br)[CH2:2]2.[NH:36]1[CH2:41][CH2:40][CH2:39][CH2:38][CH2:37]1.C(=O)([O-])[O-].[Cs+].[Cs+].O. Product: [CH:1]12[O:8][CH:5]([CH2:6][CH2:7]1)[CH2:4][CH:3]([O:9][C:10]1[CH:19]=[C:18]3[C:13]([C:14]([NH:20][C:21]4[CH:26]=[CH:25][C:24]([F:27])=[C:23]([Cl:28])[CH:22]=4)=[N:15][CH:16]=[N:17]3)=[CH:12][C:11]=1[NH:29][C:30](=[O:35])/[CH:31]=[CH:32]/[CH2:33][N:36]1[CH2:41][CH2:40][CH2:39][CH2:38][CH2:37]1)[CH2:2]2. The catalyst class is: 10.